Dataset: Reaction yield outcomes from USPTO patents with 853,638 reactions. Task: Predict the reaction yield, written as a fraction of the theoretical maximum amount of product (1.0 means a 100% yield; for example, 0.34 means a 34% yield). (1) The reactants are [Br:1][C:2]1[CH:11]=[C:10]2[C:5]([C:6](Cl)=[N:7][C:8]([Cl:12])=[N:9]2)=[CH:4][C:3]=1[F:14].[NH:15]1[CH2:20][CH2:19][O:18][CH2:17][CH2:16]1. The catalyst is ClCCl. The product is [Br:1][C:2]1[CH:11]=[C:10]2[C:5]([C:6]([N:15]3[CH2:20][CH2:19][O:18][CH2:17][CH2:16]3)=[N:7][C:8]([Cl:12])=[N:9]2)=[CH:4][C:3]=1[F:14]. The yield is 0.570. (2) The reactants are [CH2:1]([NH:8][CH2:9][C:10]1[CH:11]=[N:12][CH:13]=[C:14]([Br:16])[CH:15]=1)[C:2]1[CH:7]=[CH:6][CH:5]=[CH:4][CH:3]=1.[CH3:17][C:18]([O:21][C:22](O[C:22]([O:21][C:18]([CH3:20])([CH3:19])[CH3:17])=[O:23])=[O:23])([CH3:20])[CH3:19]. The catalyst is C(Cl)Cl. The product is [CH2:1]([N:8]([CH2:9][C:10]1[CH:11]=[N:12][CH:13]=[C:14]([Br:16])[CH:15]=1)[C:22](=[O:23])[O:21][C:18]([CH3:20])([CH3:19])[CH3:17])[C:2]1[CH:3]=[CH:4][CH:5]=[CH:6][CH:7]=1. The yield is 0.917. (3) The reactants are Br[CH2:2][CH2:3][CH2:4][OH:5].[Br:6][C:7]1[CH:8]=[C:9]([CH:22]=[CH:23][C:24]=1[Cl:25])[C:10]([N:12]([C:14]1[C:19]([CH3:20])=[CH:18][CH:17]=[CH:16][C:15]=1[OH:21])[CH3:13])=[O:11].C([O-])([O-])=O.[K+].[K+].Cl. The catalyst is CN(C=O)C. The product is [Br:6][C:7]1[CH:8]=[C:9]([CH:22]=[CH:23][C:24]=1[Cl:25])[C:10]([N:12]([C:14]1[C:19]([CH3:20])=[CH:18][CH:17]=[CH:16][C:15]=1[O:21][CH2:2][CH2:3][CH2:4][OH:5])[CH3:13])=[O:11]. The yield is 0.760. (4) No catalyst specified. The yield is 0.990. The product is [C:20]([O:18]/[N:17]=[C:15](/[C:10]1[CH:9]=[C:8]([C:5]2([C:3]([O:2][CH3:1])=[O:4])[CH2:7][CH2:6]2)[CH:13]=[CH:12][C:11]=1[OH:14])\[CH3:16])(=[O:21])[CH3:19]. The reactants are [CH3:1][O:2][C:3]([C:5]1([C:8]2[CH:13]=[CH:12][C:11]([OH:14])=[C:10]([C:15](=[N:17][OH:18])[CH3:16])[CH:9]=2)[CH2:7][CH2:6]1)=[O:4].[CH3:19][C:20](OC(C)=O)=[O:21]. (5) The reactants are [CH:1]1([O:4][C:5]2[CH:13]=[CH:12][C:8]([C:9]([OH:11])=O)=[CH:7][C:6]=2[S:14]([N:17]2[CH2:23][CH:22]([OH:24])[CH2:21][O:20][CH2:19][CH2:18]2)(=[O:16])=[O:15])[CH2:3][CH2:2]1.[Cl:25][C:26]1[CH:27]=[C:28]([CH:30]=[CH:31][C:32]=1[F:33])[NH2:29].CN(C(ON1N=NC2C=CC=NC1=2)=[N+](C)C)C.F[P-](F)(F)(F)(F)F.CCN(C(C)C)C(C)C. The catalyst is CN(C=O)C.O. The product is [Cl:25][C:26]1[CH:27]=[C:28]([NH:29][C:9](=[O:11])[C:8]2[CH:12]=[CH:13][C:5]([O:4][CH:1]3[CH2:3][CH2:2]3)=[C:6]([S:14]([N:17]3[CH2:23][CH:22]([OH:24])[CH2:21][O:20][CH2:19][CH2:18]3)(=[O:15])=[O:16])[CH:7]=2)[CH:30]=[CH:31][C:32]=1[F:33]. The yield is 0.408. (6) The reactants are Cl[CH:2]([C:4]1[O:5][C:6]([C:9]2[CH:14]=[CH:13][CH:12]=[C:11]([Cl:15])[CH:10]=2)=[N:7][N:8]=1)[CH3:3].[C:16]([O:23][CH3:24])(=[O:22])[CH2:17][C:18]([O:20][CH3:21])=[O:19].C1CCN2C(=NCCC2)CC1. The catalyst is C(#N)C.ClCCl. The product is [CH3:21][O:20][C:18](=[O:19])[CH:17]([CH:2]([C:4]1[O:5][C:6]([C:9]2[CH:14]=[CH:13][CH:12]=[C:11]([Cl:15])[CH:10]=2)=[N:7][N:8]=1)[CH3:3])[C:16]([O:23][CH3:24])=[O:22]. The yield is 0.743.